Task: Predict which catalyst facilitates the given reaction.. Dataset: Catalyst prediction with 721,799 reactions and 888 catalyst types from USPTO (1) The catalyst class is: 569. Reactant: [NH2:1][C@H:2]([C:5]1[CH:10]=[CH:9][C:8]([OH:11])=[CH:7][C:6]=1[O:12][CH3:13])[CH2:3][OH:4].[CH2:14]([O:21][C:22](Cl)=[O:23])[C:15]1[CH:20]=[CH:19][CH:18]=[CH:17][CH:16]=1.C([O-])(O)=O.[Na+].CO. Product: [CH2:14]([O:21][C:22](=[O:23])[NH:1][C@H:2]([C:5]1[CH:10]=[CH:9][C:8]([OH:11])=[CH:7][C:6]=1[O:12][CH3:13])[CH2:3][OH:4])[C:15]1[CH:20]=[CH:19][CH:18]=[CH:17][CH:16]=1. (2) Reactant: CO[N:3]([C:9]1[N:14]([CH3:15])[C:13](=[O:16])[C:12]([C:17]2[CH:26]=[CH:25][C:24]3[C:19](=[CH:20][CH:21]=[CH:22][CH:23]=3)[CH:18]=2)=[C:11]([C:27]2[CH:32]=[CH:31][N:30]=[CH:29][CH:28]=2)[N:10]=1)[CH2:4][C:5](NC)=[O:6].[CH2:33]([Mg]Cl)[C:34]1[CH:39]=[CH:38][CH:37]=[CH:36][CH:35]=1.O.C(OCC)(=O)C. Product: [C:34]1([CH2:33][C:5](=[O:6])[CH2:4][NH:3][C:9]2[N:14]([CH3:15])[C:13](=[O:16])[C:12]([C:17]3[CH:26]=[CH:25][C:24]4[C:19](=[CH:20][CH:21]=[CH:22][CH:23]=4)[CH:18]=3)=[C:11]([C:27]3[CH:32]=[CH:31][N:30]=[CH:29][CH:28]=3)[N:10]=2)[CH:39]=[CH:38][CH:37]=[CH:36][CH:35]=1. The catalyst class is: 1.